Task: Regression. Given two drug SMILES strings and cell line genomic features, predict the synergy score measuring deviation from expected non-interaction effect.. Dataset: NCI-60 drug combinations with 297,098 pairs across 59 cell lines (1) Drug 2: CN1C2=C(C=C(C=C2)N(CCCl)CCCl)N=C1CCCC(=O)O.Cl. Cell line: COLO 205. Drug 1: C1=CC(=C2C(=C1NCCNCCO)C(=O)C3=C(C=CC(=C3C2=O)O)O)NCCNCCO. Synergy scores: CSS=21.9, Synergy_ZIP=-3.38, Synergy_Bliss=-5.65, Synergy_Loewe=-22.9, Synergy_HSA=-8.75. (2) Drug 1: C1CN1C2=NC(=NC(=N2)N3CC3)N4CC4. Drug 2: C1=CC(=C2C(=C1NCCNCCO)C(=O)C3=C(C=CC(=C3C2=O)O)O)NCCNCCO. Cell line: SK-OV-3. Synergy scores: CSS=49.8, Synergy_ZIP=-0.269, Synergy_Bliss=-1.23, Synergy_Loewe=-3.41, Synergy_HSA=4.28. (3) Drug 1: CN(CC1=CN=C2C(=N1)C(=NC(=N2)N)N)C3=CC=C(C=C3)C(=O)NC(CCC(=O)O)C(=O)O. Drug 2: CC1C(C(CC(O1)OC2CC(CC3=C2C(=C4C(=C3O)C(=O)C5=C(C4=O)C(=CC=C5)OC)O)(C(=O)CO)O)N)O.Cl. Cell line: MDA-MB-435. Synergy scores: CSS=52.3, Synergy_ZIP=-11.0, Synergy_Bliss=-27.1, Synergy_Loewe=13.1, Synergy_HSA=-22.4. (4) Drug 1: C1=CN(C(=O)N=C1N)C2C(C(C(O2)CO)O)O.Cl. Drug 2: C(CCl)NC(=O)N(CCCl)N=O. Cell line: SK-OV-3. Synergy scores: CSS=6.76, Synergy_ZIP=-2.62, Synergy_Bliss=0.985, Synergy_Loewe=-13.9, Synergy_HSA=0.435.